The task is: Predict the reaction yield, written as a fraction of the theoretical maximum amount of product (1.0 means a 100% yield; for example, 0.34 means a 34% yield).. This data is from Reaction yield outcomes from USPTO patents with 853,638 reactions. (1) The reactants are Cl[C:2]1([C:12]2[CH:17]=[CH:16][C:15]([Cl:18])=[CH:14][CH:13]=2)[C:10]2[C:5](=[CH:6][CH:7]=[CH:8][CH:9]=2)[C:4](=[O:11])[O:3]1.C(N(CC)CC)C.[CH3:26][C:27]1[CH:34]=[CH:33][C:30]([CH2:31][NH2:32])=[CH:29][CH:28]=1. No catalyst specified. The product is [Cl:18][C:15]1[CH:16]=[CH:17][C:12]([C:2]2([OH:3])[C:10]3[C:5](=[CH:6][CH:7]=[CH:8][CH:9]=3)[C:4](=[O:11])[N:32]2[CH2:31][C:30]2[CH:33]=[CH:34][C:27]([CH3:26])=[CH:28][CH:29]=2)=[CH:13][CH:14]=1. The yield is 0.810. (2) The product is [Br:1][C:2]1[CH:10]=[C:9]2[C:5]([C:6]([CH3:11])=[N:7][N:8]2[C:19]([O:21][C:22]([CH3:25])([CH3:24])[CH3:23])=[O:20])=[CH:4][CH:3]=1. The yield is 0.750. The reactants are [Br:1][C:2]1[CH:10]=[C:9]2[C:5]([C:6]([CH3:11])=[N:7][NH:8]2)=[CH:4][CH:3]=1.C(N(CC)CC)C.[C:19](O[C:19]([O:21][C:22]([CH3:25])([CH3:24])[CH3:23])=[O:20])([O:21][C:22]([CH3:25])([CH3:24])[CH3:23])=[O:20]. The catalyst is ClCCl.CN(C)C1C=CN=CC=1. (3) The yield is 0.220. The reactants are [NH2:1][C:2]1[S:6][N:5]=[C:4]([CH3:7])[C:3]=1[C:8]([NH:10][C:11]1[CH:16]=[CH:15][CH:14]=[CH:13][C:12]=1[CH2:17][CH3:18])=[O:9].Cl[C:20]1[CH:29]=[N:28][C:27]2[C:22](=[CH:23][CH:24]=[CH:25][CH:26]=2)[N:21]=1.C(=O)([O-])[O-].[Cs+].[Cs+].CC1(C)C2C(=C(P(C3C=CC=CC=3)C3C=CC=CC=3)C=CC=2)OC2C(P(C3C=CC=CC=3)C3C=CC=CC=3)=CC=CC1=2. The catalyst is O1CCOCC1.CN(C=O)C.C([O-])(=O)C.[Pd+2].C([O-])(=O)C. The product is [CH2:17]([C:12]1[CH:13]=[CH:14][CH:15]=[CH:16][C:11]=1[NH:10][C:8]([C:3]1[C:4]([CH3:7])=[N:5][S:6][C:2]=1[NH:1][C:20]1[CH:29]=[N:28][C:27]2[C:22](=[CH:23][CH:24]=[CH:25][CH:26]=2)[N:21]=1)=[O:9])[CH3:18]. (4) The reactants are Cl.[C:2](Cl)(=[O:9])[C:3]1[CH:8]=[CH:7][N:6]=[CH:5][CH:4]=1.C(N(CC)CC)C.ClCCl.[N:21]1([C:27]2[CH:33]=[CH:32][C:31]([C:34]([F:37])([F:36])[F:35])=[CH:30][C:28]=2[NH2:29])[CH2:26][CH2:25][CH2:24][CH2:23][CH2:22]1. The catalyst is O. The product is [N:21]1([C:27]2[CH:33]=[CH:32][C:31]([C:34]([F:36])([F:37])[F:35])=[CH:30][C:28]=2[NH:29][C:2](=[O:9])[C:3]2[CH:8]=[CH:7][N:6]=[CH:5][CH:4]=2)[CH2:22][CH2:23][CH2:24][CH2:25][CH2:26]1. The yield is 0.863. (5) The product is [N+:8]([C:3]1[CH:4]=[CH:5][CH:6]=[CH:7][C:2]=1[N:11]1[CH2:15][CH2:14][CH2:13][CH2:12]1)([O-:10])=[O:9]. The yield is 1.00. The catalyst is C(#N)C.O.C(OCC)(=O)C. The reactants are F[C:2]1[CH:7]=[CH:6][CH:5]=[CH:4][C:3]=1[N+:8]([O-:10])=[O:9].[NH:11]1[CH2:15][CH2:14][CH2:13][CH2:12]1.C(=O)([O-])[O-].[K+].[K+]. (6) The reactants are C(N(C(C)C)CC)(C)C.[F:10][C:11]1[N:16]=[CH:15][C:14]([O:17][CH2:18][CH2:19][NH2:20])=[C:13]([I:21])[CH:12]=1.[C:22]([O:26][C:27](O[C:27]([O:26][C:22]([CH3:25])([CH3:24])[CH3:23])=[O:28])=[O:28])([CH3:25])([CH3:24])[CH3:23]. The catalyst is C(Cl)Cl. The product is [C:22]([O:26][C:27](=[O:28])[NH:20][CH2:19][CH2:18][O:17][C:14]1[CH:15]=[N:16][C:11]([F:10])=[CH:12][C:13]=1[I:21])([CH3:25])([CH3:24])[CH3:23]. The yield is 0.970. (7) The reactants are [N+:1]([C:4]1[CH:5]=[N:6][NH:7][CH:8]=1)([O-:3])=[O:2].C(=O)([O-])[O-].[Cs+].[Cs+].Cl[CH2:16][C:17]1[C:18]([CH3:23])=[N:19][O:20][C:21]=1[CH3:22]. The catalyst is CN(C=O)C.O. The product is [CH3:23][C:18]1[C:17]([CH2:16][N:6]2[CH:5]=[C:4]([N+:1]([O-:3])=[O:2])[CH:8]=[N:7]2)=[C:21]([CH3:22])[O:20][N:19]=1. The yield is 0.670. (8) The reactants are [CH:1]1([C:7]2(O)[C:11]3[C:12]([CH3:26])=[C:13]([NH:18][C:19](=[O:25])[CH2:20][C:21]([CH3:24])([CH3:23])[CH3:22])[C:14]([CH3:17])=[C:15]([CH3:16])[C:10]=3[O:9][C:8]2([CH3:28])[CH3:27])[CH2:6][CH2:5][CH2:4][CH2:3][CH2:2]1. The catalyst is C(OCC)(=O)C.CCCCCC. The product is [CH:1]1([CH:7]2[C:11]3[C:12]([CH3:26])=[C:13]([NH:18][C:19](=[O:25])[CH2:20][C:21]([CH3:22])([CH3:23])[CH3:24])[C:14]([CH3:17])=[C:15]([CH3:16])[C:10]=3[O:9][C:8]2([CH3:28])[CH3:27])[CH2:2][CH2:3][CH2:4][CH2:5][CH2:6]1. The yield is 0.480. (9) The reactants are [C:1]([C:3]1[CH:4]=[C:5]([CH:10]=[CH:11][C:12]=1[OH:13])[C:6]([O:8][CH3:9])=[O:7])#[N:2].Br[CH:15]([CH3:17])[CH3:16].C(=O)([O-])[O-].[K+].[K+]. The catalyst is CN(C=O)C. The product is [C:1]([C:3]1[CH:4]=[C:5]([CH:10]=[CH:11][C:12]=1[O:13][CH:15]([CH3:17])[CH3:16])[C:6]([O:8][CH3:9])=[O:7])#[N:2]. The yield is 0.990.